From a dataset of Forward reaction prediction with 1.9M reactions from USPTO patents (1976-2016). Predict the product of the given reaction. Given the reactants [CH2:1]([O:3][C:4]([C:6]1[NH:7][CH:8]=[C:9]2[CH:18]([C:19]3[O:20][C:21]([S:24][C:25]4[NH:29][C:28]5[CH:30]=[CH:31][C:32]([F:34])=[CH:33][C:27]=5[N:26]=4)=[CH:22][CH:23]=3)[C:17]3[C:16](=[O:35])[CH2:15][N:14](OC(C)(C)C)[CH2:13][C:12]=3[NH:11][C:10]=12)=[O:5])[CH3:2].[ClH:41], predict the reaction product. The product is: [ClH:41].[CH2:1]([O:3][C:4]([C:6]1[NH:7][CH:8]=[C:9]2[CH:18]([C:19]3[O:20][C:21]([S:24][C:25]4[NH:29][C:28]5[CH:30]=[CH:31][C:32]([F:34])=[CH:33][C:27]=5[N:26]=4)=[CH:22][CH:23]=3)[C:17]3[C:16](=[O:35])[CH2:15][NH:14][CH2:13][C:12]=3[NH:11][C:10]=12)=[O:5])[CH3:2].